This data is from Peptide-MHC class II binding affinity with 134,281 pairs from IEDB. The task is: Regression. Given a peptide amino acid sequence and an MHC pseudo amino acid sequence, predict their binding affinity value. This is MHC class II binding data. (1) The peptide sequence is GYKVLVLNPSV. The MHC is DRB1_0404 with pseudo-sequence DRB1_0404. The binding affinity (normalized) is 0.292. (2) The peptide sequence is KGSDPKKLVLNIKYT. The MHC is DRB1_0101 with pseudo-sequence DRB1_0101. The binding affinity (normalized) is 0.344.